Dataset: Forward reaction prediction with 1.9M reactions from USPTO patents (1976-2016). Task: Predict the product of the given reaction. (1) Given the reactants COC1C=C(NC2C3C(=C(C)C=C(S(C4C=CC=C(C(=O)NCCCCCCCC=O)C=4)(=O)=O)C=3)N=CC=2C(N)=O)C=CC=1.[OH:45][CH2:46][CH2:47][CH2:48][CH2:49][C:50]#[C:51][C:52]1[CH:57]=[CH:56][C:55]([NH:58][C:59]([C:61]2[CH:62]=[C:63]([S:67]([C:70]3[CH:71]=[C:72]4[C:77](=[C:78]([CH3:80])[CH:79]=3)[N:76]=[CH:75][C:74]([C:81]([NH2:83])=[O:82])=[C:73]4[NH:84][C:85]3[CH:90]=[CH:89][CH:88]=[C:87]([O:91][CH3:92])[CH:86]=3)(=[O:69])=[O:68])[CH:64]=[CH:65][CH:66]=2)=[O:60])=[CH:54][CH:53]=1, predict the reaction product. The product is: [CH3:92][O:91][C:87]1[CH:86]=[C:85]([NH:84][C:73]2[C:72]3[C:77](=[C:78]([CH3:80])[CH:79]=[C:70]([S:67]([C:63]4[CH:64]=[CH:65][CH:66]=[C:61]([C:59](=[O:60])[NH:58][C:55]5[CH:56]=[CH:57][C:52]([C:51]#[C:50][CH2:49][CH2:48][CH2:47][CH:46]=[O:45])=[CH:53][CH:54]=5)[CH:62]=4)(=[O:69])=[O:68])[CH:71]=3)[N:76]=[CH:75][C:74]=2[C:81]([NH2:83])=[O:82])[CH:90]=[CH:89][CH:88]=1. (2) Given the reactants Cl[C:2]1[C:7]([C:8]([NH:10][CH2:11][C:12]2[CH:17]=[CH:16][CH:15]=[C:14]([F:18])[CH:13]=2)=[O:9])=[C:6]([CH3:19])[CH:5]=[C:4]([N:20]2[CH2:25][CH2:24][O:23][CH2:22][CH2:21]2)[N:3]=1.[CH:26]([Mg]Cl)([CH3:28])[CH3:27].[NH4+].[Cl-], predict the reaction product. The product is: [F:18][C:14]1[CH:13]=[C:12]([CH2:11][NH:10][C:8]([C:7]2[C:2]([CH:26]([CH3:28])[CH3:27])=[N:3][C:4]([N:20]3[CH2:25][CH2:24][O:23][CH2:22][CH2:21]3)=[CH:5][C:6]=2[CH3:19])=[O:9])[CH:17]=[CH:16][CH:15]=1.